This data is from Forward reaction prediction with 1.9M reactions from USPTO patents (1976-2016). The task is: Predict the product of the given reaction. (1) Given the reactants [O:1]([CH2:8][C@H:9]1[O:11][CH2:10]1)[C:2]1[CH:7]=[CH:6][CH:5]=[CH:4][CH:3]=1.C(O)(=O)C.[CH3:16][O:17][C:18](=[O:32])[CH2:19][CH:20](N)[C:21]1[CH:26]=[CH:25][C:24]([O:27][CH3:28])=[C:23]([O:29][CH3:30])[CH:22]=1.C([N:35](CC)CC)C, predict the reaction product. The product is: [CH3:16][O:17][C:18](=[O:32])[CH:19]([NH2:35])[CH:20]([CH2:10][C@H:9]([OH:11])[CH2:8][O:1][C:2]1[CH:3]=[CH:4][CH:5]=[CH:6][CH:7]=1)[C:21]1[CH:26]=[CH:25][C:24]([O:27][CH3:28])=[C:23]([O:29][CH3:30])[CH:22]=1. (2) Given the reactants [C:1]([NH:11][C:12]1[CH:17]=[CH:16][C:15]([N:18]2[CH2:23][CH2:22][O:21][CH2:20][CH2:19]2)=[C:14]([F:24])[CH:13]=1)([O:3][CH2:4][C:5]1C=CC=CC=1)=[O:2].CC(C)([O-])C.[Li+].ClC[C@@H](O)[CH2:34][N:35]([CH2:43][C:44]1[CH:49]=[CH:48][CH:47]=[CH:46][CH:45]=1)[CH2:36][C:37]1[CH:42]=[CH:41][CH:40]=[CH:39][CH:38]=1.[Cl-].[NH4+], predict the reaction product. The product is: [CH2:43]([N:35]([CH2:34][C@@H:4]1[O:3][C:1](=[O:2])[N:11]([C:12]2[CH:17]=[CH:16][C:15]([N:18]3[CH2:19][CH2:20][O:21][CH2:22][CH2:23]3)=[C:14]([F:24])[CH:13]=2)[CH2:5]1)[CH2:36][C:37]1[CH:42]=[CH:41][CH:40]=[CH:39][CH:38]=1)[C:44]1[CH:49]=[CH:48][CH:47]=[CH:46][CH:45]=1. (3) The product is: [Cl:1][C:2]1[CH:7]=[CH:6][CH:5]=[CH:4][C:3]=1[S:8]([NH:11][C:12]1[C:17]([C:18]2[CH:19]=[CH:20][C:21]([CH2:24][N:32]3[C:33]4[C:29](=[CH:28][C:27]([F:26])=[CH:35][CH:34]=4)[CH:30]=[CH:31]3)=[CH:22][CH:23]=2)=[N:16][CH:15]=[CH:14][N:13]=1)(=[O:10])=[O:9]. Given the reactants [Cl:1][C:2]1[CH:7]=[CH:6][CH:5]=[CH:4][C:3]=1[S:8]([NH:11][C:12]1[C:17]([C:18]2[CH:23]=[CH:22][C:21]([CH2:24]Cl)=[CH:20][CH:19]=2)=[N:16][CH:15]=[CH:14][N:13]=1)(=[O:10])=[O:9].[F:26][C:27]1[CH:28]=[C:29]2[C:33](=[CH:34][CH:35]=1)[NH:32][CH:31]=[CH:30]2, predict the reaction product. (4) Given the reactants C(OC(=O)[C@@H](OC)CC1C=CC(OCC(O)=O)=CC=1)C.C1(N)CCC1.[CH2:26]([O:28][C@@H:29]([CH2:33][C:34]1[CH:39]=[CH:38][C:37]([O:40][C@@H:41]([C:43](=[O:60])[NH:44][CH2:45][CH2:46][C:47]2[CH:52]=CC(OC3C=CC=CC=3)=CC=2)C)=[CH:36][CH:35]=1)[C:30]([OH:32])=[O:31])C, predict the reaction product. The product is: [CH:45]1([NH:44][C:43]([CH2:41][O:40][C:37]2[CH:36]=[CH:35][C:34]([CH2:33][C@H:29]([O:28][CH3:26])[C:30]([OH:32])=[O:31])=[CH:39][CH:38]=2)=[O:60])[CH2:46][CH2:47][CH2:52]1. (5) Given the reactants O.[C:2]1([CH3:12])[CH:7]=[CH:6][C:5]([S:8]([OH:11])(=[O:10])=[O:9])=[CH:4][CH:3]=1.[Cl:13][C:14]1[CH:19]=[CH:18][C:17]([C:20]([CH:23]2[CH2:28][CH2:27][N:26](C(OC(C)(C)C)=O)[CH2:25][CH2:24]2)(O)[CH3:21])=[CH:16][CH:15]=1.S([O-])([O-])(=O)=O.[Mg+2], predict the reaction product. The product is: [CH3:12][C:2]1[CH:3]=[CH:4][C:5]([S:8]([OH:11])(=[O:10])=[O:9])=[CH:6][CH:7]=1.[Cl:13][C:14]1[CH:19]=[CH:18][C:17]([C:20](=[C:23]2[CH2:24][CH2:25][NH:26][CH2:27][CH2:28]2)[CH3:21])=[CH:16][CH:15]=1.